Dataset: Forward reaction prediction with 1.9M reactions from USPTO patents (1976-2016). Task: Predict the product of the given reaction. (1) Given the reactants CS(O[CH2:6][CH2:7][CH2:8][S:9]([C:12]1[CH:17]=[CH:16][CH:15]=[C:14]([O:18][C:19]2[CH:24]=[CH:23][C:22]([F:25])=[C:21]([C:26]3[C:35]4[C:30](=[C:31]([C:36]([F:39])([F:38])[F:37])[CH:32]=[CH:33][CH:34]=4)[N:29]=[CH:28][N:27]=3)[CH:20]=2)[CH:13]=1)(=[O:11])=[O:10])(=O)=O.[NH3:40], predict the reaction product. The product is: [F:25][C:22]1[CH:23]=[CH:24][C:19]([O:18][C:14]2[CH:13]=[C:12]([S:9]([CH2:8][CH2:7][CH2:6][NH2:40])(=[O:11])=[O:10])[CH:17]=[CH:16][CH:15]=2)=[CH:20][C:21]=1[C:26]1[C:35]2[C:30](=[C:31]([C:36]([F:37])([F:39])[F:38])[CH:32]=[CH:33][CH:34]=2)[N:29]=[CH:28][N:27]=1. (2) Given the reactants [C:1]1([C:7]([C:15]2[CH:20]=[CH:19][CH:18]=[CH:17][CH:16]=2)([C:9]2[CH:14]=[CH:13][CH:12]=[CH:11][CH:10]=2)O)[CH:6]=[CH:5][CH:4]=[CH:3][CH:2]=1.Cl.[NH2:22][CH2:23][CH2:24][SH:25], predict the reaction product. The product is: [C:7]([S:25][CH2:24][CH2:23][NH2:22])([C:15]1[CH:20]=[CH:19][CH:18]=[CH:17][CH:16]=1)([C:9]1[CH:14]=[CH:13][CH:12]=[CH:11][CH:10]=1)[C:1]1[CH:6]=[CH:5][CH:4]=[CH:3][CH:2]=1. (3) The product is: [CH2:1]([O:5][CH:6]1[C:15]2[C:10](=[CH:11][CH:12]=[CH:13][CH:14]=2)[C:9](=[O:16])[N:8]([CH2:17][CH:18]2[CH2:19][CH2:20]2)[C:7]1(/[CH:30]=[CH:31]/[C:32]([NH2:38])=[O:34])[CH2:21][NH:22][C:23]([O:25][C:26]([CH3:27])([CH3:29])[CH3:28])=[O:24])[CH2:2][CH2:3][CH3:4]. Given the reactants [CH2:1]([O:5][CH:6]1[C:15]2[C:10](=[CH:11][CH:12]=[CH:13][CH:14]=2)[C:9](=[O:16])[N:8]([CH2:17][CH:18]2[CH2:20][CH2:19]2)[C:7]1(/[CH:30]=[CH:31]/[C:32]([OH:34])=O)[CH2:21][NH:22][C:23]([O:25][C:26]([CH3:29])([CH3:28])[CH3:27])=[O:24])[CH2:2][CH2:3][CH3:4].Cl.C([N:38]=C=NCCCN(C)C)C.[NH4+].ON1C2C=CC=CC=2N=N1.O, predict the reaction product. (4) The product is: [CH2:1]([O:3][C:4]([C:6]1[C:7]([CH3:18])=[C:8]2[C:13]([Cl:21])=[C:12]([C:15]#[N:16])[CH:11]=[N:10][N:9]2[CH:17]=1)=[O:5])[CH3:2]. Given the reactants [CH2:1]([O:3][C:4]([C:6]1[C:7]([CH3:18])=[C:8]2[C:13](=O)[C:12]([C:15]#[N:16])=[CH:11][NH:10][N:9]2[CH:17]=1)=[O:5])[CH3:2].O=P(Cl)(Cl)[Cl:21], predict the reaction product. (5) Given the reactants [CH3:1][O:2][C:3]1[CH:8]=[CH:7][C:6](B(O)O)=[CH:5][N:4]=1.Br[C:13]1[CH:14]=[C:15]([CH3:21])[C:16]([Cl:20])=[C:17]([CH3:19])[CH:18]=1, predict the reaction product. The product is: [Cl:20][C:16]1[C:17]([CH3:19])=[CH:18][C:13]([C:6]2[CH:7]=[CH:8][C:3]([O:2][CH3:1])=[N:4][CH:5]=2)=[CH:14][C:15]=1[CH3:21]. (6) Given the reactants [CH3:1][C:2]1[C:10]2[C:9](=[O:11])[NH:8][CH:7]=[N:6][C:5]=2[N:4]([C:12]2[CH:19]=[CH:18][C:15]([C:16]#[N:17])=[C:14]([NH:20][CH:21]3[CH2:26][CH2:25][O:24][CH2:23][CH2:22]3)[CH:13]=2)[N:3]=1.C([OH:29])C.CS(C)=O, predict the reaction product. The product is: [CH3:1][C:2]1[C:10]2[C:9](=[O:11])[NH:8][CH:7]=[N:6][C:5]=2[N:4]([C:12]2[CH:19]=[CH:18][C:15]([C:16]([NH2:17])=[O:29])=[C:14]([NH:20][CH:21]3[CH2:26][CH2:25][O:24][CH2:23][CH2:22]3)[CH:13]=2)[N:3]=1. (7) Given the reactants CN(C)CCCN=C=NCC.[Cl:12][C:13]1[CH:14]=[N:15][C:16]([N:19]2[CH2:24][CH2:23][CH:22]([NH:25][CH:26]3[CH2:28][CH2:27]3)[CH2:21][CH2:20]2)=[N:17][CH:18]=1.[CH3:29][C:30]1[N:31]([C:35]2[CH:43]=[CH:42][C:38]([C:39](O)=[O:40])=[CH:37][CH:36]=2)[CH:32]=[CH:33][N:34]=1.ON1C2C=CC=CC=2N=N1.C(#N)C.O.FC(F)(F)C(O)=O, predict the reaction product. The product is: [Cl:12][C:13]1[CH:14]=[N:15][C:16]([N:19]2[CH2:24][CH2:23][CH:22]([N:25]([CH:26]3[CH2:28][CH2:27]3)[C:39](=[O:40])[C:38]3[CH:37]=[CH:36][C:35]([N:31]4[CH:32]=[CH:33][N:34]=[C:30]4[CH3:29])=[CH:43][CH:42]=3)[CH2:21][CH2:20]2)=[N:17][CH:18]=1. (8) Given the reactants [OH:1][C:2]1[CH:3]=[C:4]([CH2:9][C:10]([O:12][CH3:13])=[O:11])[CH:5]=[CH:6][C:7]=1[NH2:8].[Br:14][C:15]1[CH:20]=[CH:19][CH:18]=[CH:17][C:16]=1[N:21]=[C:22]=S.[CH3:24]O, predict the reaction product. The product is: [Br:14][C:15]1[CH:20]=[CH:19][CH:18]=[CH:17][C:16]=1[NH:21][C:22]1[O:1][C:2]2[CH:3]=[C:4]([CH2:9][C:10]([O:12][CH2:13][CH3:24])=[O:11])[CH:5]=[CH:6][C:7]=2[N:8]=1.